From a dataset of Forward reaction prediction with 1.9M reactions from USPTO patents (1976-2016). Predict the product of the given reaction. (1) Given the reactants [F:1][C:2]1[C:6]([S:7](=[O:15])(=[O:14])[NH:8][C:9]2([CH3:13])[CH2:12][O:11][CH2:10]2)=[CH:5][N:4]([CH3:16])[C:3]=1[C:17]([OH:19])=O.CN(C(ON1N=NC2C=CC=NC1=2)=[N+](C)C)C.F[P-](F)(F)(F)(F)F.CCN(CC)CC.[Br:51][C:52]1[CH:53]=[C:54]([CH:56]=[CH:57][CH:58]=1)[NH2:55], predict the reaction product. The product is: [Br:51][C:52]1[CH:53]=[C:54]([NH:55][C:17]([C:3]2[N:4]([CH3:16])[CH:5]=[C:6]([S:7](=[O:14])(=[O:15])[NH:8][C:9]3([CH3:13])[CH2:10][O:11][CH2:12]3)[C:2]=2[F:1])=[O:19])[CH:56]=[CH:57][CH:58]=1. (2) Given the reactants [C:1]1([C@H:7]([NH:9][C@@H:10]2[CH2:15][CH2:14][N:13](C(OC(C)(C)C)=O)[CH2:12][C@H:11]2[C:23](OC)=[O:24])[CH3:8])[CH:6]=[CH:5][CH:4]=[CH:3][CH:2]=1.[Li+].[BH4-], predict the reaction product. The product is: [C:1]1([C@H:7]([NH:9][C@@H:10]2[CH2:15][CH2:14][NH:13][CH2:12][C@H:11]2[CH2:23][OH:24])[CH3:8])[CH:6]=[CH:5][CH:4]=[CH:3][CH:2]=1. (3) Given the reactants Cl[C:2]1[N:7]2[N:8]=[C:9]([NH:11][C:12](=[O:19])[C:13]3[CH:18]=[CH:17][CH:16]=[N:15][CH:14]=3)[N:10]=[C:6]2[CH:5]=[C:4]([C:20]([F:23])([F:22])[F:21])[CH:3]=1.[CH3:24][O:25][CH2:26][CH2:27][NH2:28], predict the reaction product. The product is: [CH3:24][O:25][CH2:26][CH2:27][NH:28][C:2]1[N:7]2[N:8]=[C:9]([NH:11][C:12](=[O:19])[C:13]3[CH:18]=[CH:17][CH:16]=[N:15][CH:14]=3)[N:10]=[C:6]2[CH:5]=[C:4]([C:20]([F:23])([F:22])[F:21])[CH:3]=1. (4) Given the reactants [CH3:1][N:2]1[C:6]([C:7]2[CH:12]=[C:11]([C:13]([F:16])([F:15])[F:14])[CH:10]=[CH:9][C:8]=2[C:17]2[CH:26]=[CH:25][CH:24]=[C:23]3[C:18]=2[CH2:19][CH2:20][NH:21][CH2:22]3)=[CH:5][CH:4]=[N:3]1.O=C1N([S:33]([NH:36][C:37]2[N:42]=[CH:41][CH:40]=[CH:39][N:38]=2)(=[O:35])=[O:34])CCO1.C(N(CC)CC)C, predict the reaction product. The product is: [CH3:1][N:2]1[C:6]([C:7]2[CH:12]=[C:11]([C:13]([F:16])([F:14])[F:15])[CH:10]=[CH:9][C:8]=2[C:17]2[CH:26]=[CH:25][CH:24]=[C:23]3[C:18]=2[CH2:19][CH2:20][N:21]([S:33]([NH:36][C:37]2[N:42]=[CH:41][CH:40]=[CH:39][N:38]=2)(=[O:35])=[O:34])[CH2:22]3)=[CH:5][CH:4]=[N:3]1. (5) Given the reactants [NH2:1][C@@H:2]1[CH2:7][CH2:6][CH2:5][N:4]([C:8]2[CH:16]=[CH:15][C:11]([C:12]([NH2:14])=[O:13])=[C:10]([NH:17][C:18]3[CH:23]=[CH:22][C:21]([C:24]([N:26]4[CH2:31][CH2:30][O:29][CH2:28][CH2:27]4)=[O:25])=[CH:20][CH:19]=3)[N:9]=2)[CH2:3]1.Br[C:33]1[N:38]=[CH:37][CH:36]=[CH:35][N:34]=1.CCN(C(C)C)C(C)C, predict the reaction product. The product is: [N:26]1([C:24]([C:21]2[CH:20]=[CH:19][C:18]([NH:17][C:10]3[N:9]=[C:8]([N:4]4[CH2:5][CH2:6][CH2:7][C@@H:2]([NH:1][C:33]5[N:38]=[CH:37][CH:36]=[CH:35][N:34]=5)[CH2:3]4)[CH:16]=[CH:15][C:11]=3[C:12]([NH2:14])=[O:13])=[CH:23][CH:22]=2)=[O:25])[CH2:31][CH2:30][O:29][CH2:28][CH2:27]1. (6) Given the reactants [F:1][C:2]1[CH:3]=[C:4]([NH:24][C:25]([C:27]2[C:28](=[O:40])[N:29]([C:33]3[CH:38]=[CH:37][C:36]([F:39])=[CH:35][CH:34]=3)[N:30]=[CH:31][CH:32]=2)=[O:26])[CH:5]=[CH:6][C:7]=1[O:8][C:9]1[CH:14]=[CH:13][N:12]=[C:11]2[CH:15]=[C:16]([CH:18]3[CH2:23][CH2:22][NH:21][CH2:20][CH2:19]3)[S:17][C:10]=12.C=O.[BH-](OC(C)=O)(OC(C)=O)O[C:45](C)=O.[Na+], predict the reaction product. The product is: [F:1][C:2]1[CH:3]=[C:4]([NH:24][C:25]([C:27]2[C:28](=[O:40])[N:29]([C:33]3[CH:34]=[CH:35][C:36]([F:39])=[CH:37][CH:38]=3)[N:30]=[CH:31][CH:32]=2)=[O:26])[CH:5]=[CH:6][C:7]=1[O:8][C:9]1[CH:14]=[CH:13][N:12]=[C:11]2[CH:15]=[C:16]([CH:18]3[CH2:19][CH2:20][N:21]([CH3:45])[CH2:22][CH2:23]3)[S:17][C:10]=12. (7) Given the reactants [Br:1][C:2]1[CH:3]=[C:4]2[C:8](=[CH:9][CH:10]=1)[N:7]([CH3:11])[CH:6]=[C:5]2[S:12]([C:15]1[CH:20]=[CH:19][C:18](F)=[CH:17][CH:16]=1)(=[O:14])=[O:13].[NH:22]1[CH2:27][CH2:26][NH:25][CH2:24][CH2:23]1.CS(C)=O, predict the reaction product. The product is: [Br:1][C:2]1[CH:3]=[C:4]2[C:8](=[CH:9][CH:10]=1)[N:7]([CH3:11])[CH:6]=[C:5]2[S:12]([C:15]1[CH:20]=[CH:19][C:18]([N:22]2[CH2:27][CH2:26][NH:25][CH2:24][CH2:23]2)=[CH:17][CH:16]=1)(=[O:14])=[O:13]. (8) Given the reactants [I-].[CH3:2][S+](C)(C)=O.[H-].[Na+].[N:9]12[CH2:16][CH2:15][CH:12]([CH2:13][CH2:14]1)[C:11](=[O:17])[CH2:10]2.O, predict the reaction product. The product is: [O:17]1[CH2:2][C:11]21[CH:12]1[CH2:15][CH2:16][N:9]([CH2:14][CH2:13]1)[CH2:10]2. (9) Given the reactants [CH3:1][C:2](=[CH2:15])[CH2:3][N:4]1[C:12](=[O:13])[C:11]2[C:6](=[CH:7][CH:8]=[CH:9][CH:10]=2)[C:5]1=[O:14].[Br:16]N1C(=O)CCC1=O, predict the reaction product. The product is: [Br:16][CH2:15][C:2](=[CH2:1])[CH2:3][N:4]1[C:12](=[O:13])[C:11]2[C:6](=[CH:7][CH:8]=[CH:9][CH:10]=2)[C:5]1=[O:14].